From a dataset of Catalyst prediction with 721,799 reactions and 888 catalyst types from USPTO. Predict which catalyst facilitates the given reaction. (1) Reactant: [CH3:1][C:2]1([CH3:12])[C:10]2[C:5](=[CH:6][CH:7]=[C:8]([OH:11])[CH:9]=2)[CH2:4][O:3]1.C(=O)([O-])[O-].[K+].[K+].F[C:20]1[CH:25]=[CH:24][C:23]([N+:26]([O-:28])=[O:27])=[CH:22][CH:21]=1.O. Product: [CH3:1][C:2]1([CH3:12])[C:10]2[CH:9]=[C:8]([O:11][C:20]3[CH:25]=[CH:24][C:23]([N+:26]([O-:28])=[O:27])=[CH:22][CH:21]=3)[CH:7]=[CH:6][C:5]=2[CH2:4][O:3]1. The catalyst class is: 115. (2) Reactant: S(Cl)([Cl:3])=O.CN(C)C=O.O[CH2:11][N:12]1[CH:17]=[C:16]([Cl:18])[CH:15]([Cl:19])[C:14](=O)[NH:13]1.C([O-])(O)=O.[Na+]. Product: [Cl:18][C:16]1[C:15]([Cl:19])=[CH:14][NH:13][N:12]([CH2:11][Cl:3])[CH:17]=1. The catalyst class is: 232. (3) Reactant: C([O:3][C:4](=[O:25])[CH2:5][CH:6]1[CH2:11][CH2:10][CH:9]([O:12][C:13]2[CH:14]=[CH:15][C:16]3[N:17]([C:19]([CH:22]([CH3:24])[CH3:23])=[N:20][N:21]=3)[CH:18]=2)[CH2:8][CH2:7]1)C.[OH-].[Na+].C(=O)(O)[O-].[Na+].Cl. Product: [CH:22]([C:19]1[N:17]2[CH:18]=[C:13]([O:12][CH:9]3[CH2:10][CH2:11][CH:6]([CH2:5][C:4]([OH:25])=[O:3])[CH2:7][CH2:8]3)[CH:14]=[CH:15][C:16]2=[N:21][N:20]=1)([CH3:24])[CH3:23]. The catalyst class is: 5.